From a dataset of Catalyst prediction with 721,799 reactions and 888 catalyst types from USPTO. Predict which catalyst facilitates the given reaction. (1) Reactant: C([Li])CCC.[Cl:6][C:7]1[CH:12]=[CH:11][CH:10]=[C:9]([CH3:13])[N:8]=1.[C:14](=O)([O:18]CC)[O:15][CH2:16][CH3:17]. Product: [CH2:16]([O:15][C:14](=[O:18])[CH2:13][C:9]1[CH:10]=[CH:11][CH:12]=[C:7]([Cl:6])[N:8]=1)[CH3:17]. The catalyst class is: 7. (2) Product: [C:1]([O:5][C:6]([NH:8][C@@H:9]([C:11]1[O:15][N:14]=[C:13]([C:16]([OH:18])=[O:17])[CH:12]=1)[CH3:10])=[O:7])([CH3:2])([CH3:3])[CH3:4]. Reactant: [C:1]([O:5][C:6]([NH:8][C@@H:9]([C:11]1[O:15][N:14]=[C:13]([C:16]([O:18]CC)=[O:17])[CH:12]=1)[CH3:10])=[O:7])([CH3:4])([CH3:3])[CH3:2].[Li+].[OH-]. The catalyst class is: 1.